This data is from CYP2C19 inhibition data for predicting drug metabolism from PubChem BioAssay. The task is: Regression/Classification. Given a drug SMILES string, predict its absorption, distribution, metabolism, or excretion properties. Task type varies by dataset: regression for continuous measurements (e.g., permeability, clearance, half-life) or binary classification for categorical outcomes (e.g., BBB penetration, CYP inhibition). Dataset: cyp2c19_veith. (1) The drug is O=C(c1ccncc1)N1CCC2(CC1)CN(Cc1ccccc1)C2. The result is 0 (non-inhibitor). (2) The result is 0 (non-inhibitor). The compound is Cc1c(N(C)C)c(=O)n(-c2ccccc2)n1C. (3) The compound is COc1ccccc1-n1c(SCC(=O)N2CCCC2)nc2cccnc21. The result is 0 (non-inhibitor). (4) The molecule is CCOC(=O)c1c(-c2ccc(OC)cc2)csc1NC(=O)CCN1C(=O)c2ccccc2C1=O. The result is 1 (inhibitor). (5) The result is 0 (non-inhibitor). The compound is C/C(=N\N=C1\NC(=O)CC(C(=O)O)S1)c1cccs1. (6) The molecule is CCNc1ncc2nc(-c3cn(C)c4ccccc34)c(=O)n(CCC#N)c2n1. The result is 0 (non-inhibitor). (7) The drug is Nc1ccc(S(=O)(=O)Nc2ccccn2)cc1. The result is 0 (non-inhibitor).